This data is from Full USPTO retrosynthesis dataset with 1.9M reactions from patents (1976-2016). The task is: Predict the reactants needed to synthesize the given product. Given the product [F:16][C:17]1[C:24]([I:26])=[C:23]([CH3:25])[CH:22]=[CH:21][C:18]=1[C:19]#[N:20], predict the reactants needed to synthesize it. The reactants are: CC1(C)CCCC(C)(C)N1.[Li]CCCC.[F:16][C:17]1[CH:24]=[C:23]([CH3:25])[CH:22]=[CH:21][C:18]=1[C:19]#[N:20].[I:26]I.